Predict the reaction yield, written as a fraction of the theoretical maximum amount of product (1.0 means a 100% yield; for example, 0.34 means a 34% yield). From a dataset of Reaction yield outcomes from USPTO patents with 853,638 reactions. (1) The reactants are [NH2:1][C:2]1[CH:7]=[C:6]([O:8][CH2:9][C:10]2[CH:15]=[CH:14][CH:13]=[CH:12][CH:11]=2)[C:5]([O:16][CH3:17])=[CH:4][C:3]=1[C:18](=[O:20])[CH3:19].C[O-].[Na+].[CH:24](OCC)=O.Cl. The catalyst is COCCOC.O. The product is [CH2:9]([O:8][C:6]1[CH:7]=[C:2]2[C:3]([C:18]([OH:20])=[CH:19][CH:24]=[N:1]2)=[CH:4][C:5]=1[O:16][CH3:17])[C:10]1[CH:15]=[CH:14][CH:13]=[CH:12][CH:11]=1. The yield is 0.530. (2) The reactants are Cl.[C:2]1([CH:8]2[CH2:13][CH2:12][NH:11][CH2:10][CH2:9]2)[CH:7]=[CH:6][CH:5]=[CH:4][CH:3]=1.[Cl:14][C:15]1[C:16]2[C:17](=[O:29])[N:18]3[CH:27](O)[CH2:26][CH2:25][C:19]3=[N:20][C:21]=2[CH:22]=[CH:23][CH:24]=1.C([BH3-])#N.[Na+].C(O)(=O)C. The catalyst is C(#N)C. The product is [Cl:14][C:15]1[CH:24]=[CH:23][CH:22]=[C:21]2[C:16]=1[C:17](=[O:29])[NH:18][C:19]([CH2:25][CH2:26][CH2:27][N:11]1[CH2:10][CH2:9][CH:8]([C:2]3[CH:7]=[CH:6][CH:5]=[CH:4][CH:3]=3)[CH2:13][CH2:12]1)=[N:20]2. The yield is 0.300. (3) No catalyst specified. The product is [CH:46]([OH:47])=[O:61].[C:1]([C:5]1[CH:9]=[C:8]([NH:10][C:11]([NH:13][C@@H:14]2[C:23]3[C:18](=[CH:19][CH:20]=[CH:21][CH:22]=3)[C@H:17]([O:24][C:25]3[CH:26]=[CH:27][C:28]4[N:29]([C:31]([N:34]5[CH2:39][CH2:38][O:37][CH2:36][C@@H:35]5[CH3:40])=[N:32][N:33]=4)[CH:30]=3)[CH2:16][CH2:15]2)=[O:12])[N:7]([C:41]2[CH:54]=[CH:53][CH:52]=[C:43]([O:44][CH2:45][CH2:46][N:56]([CH3:57])[CH3:55])[CH:42]=2)[N:6]=1)([CH3:3])([CH3:2])[CH3:4]. The yield is 0.340. The reactants are [C:1]([C:5]1[CH:9]=[C:8]([NH:10][C:11]([NH:13][C@@H:14]2[C:23]3[C:18](=[CH:19][CH:20]=[CH:21][CH:22]=3)[C@H:17]([O:24][C:25]3[CH:26]=[CH:27][C:28]4[N:29]([C:31]([N:34]5[CH2:39][CH2:38][O:37][CH2:36][C@@H:35]5[CH3:40])=[N:32][N:33]=4)[CH:30]=3)[CH2:16][CH2:15]2)=[O:12])[N:7]([C:41]2[CH:42]=[C:43]([CH:52]=[CH:53][CH:54]=2)[O:44][CH2:45][CH2:46][O:47]S(C)(=O)=O)[N:6]=1)([CH3:4])([CH3:3])[CH3:2].[CH3:55][NH:56][CH3:57].C1C[O:61]CC1. (4) The reactants are C(OC(=O)C[CH:8]([CH2:12][CH:13]([CH3:15])[CH3:14])[C:9]([OH:11])=[O:10])(C)(C)C.[CH3:17]O. The catalyst is C1COCC1. The product is [CH:13]([CH:12]1[CH2:17][O:11][C:9](=[O:10])[CH2:8]1)([CH3:14])[CH3:15]. The yield is 0.890. (5) The reactants are [N+:1]([C:4]1[CH:8]=[N:7][NH:6][N:5]=1)([O-:3])=[O:2].[CH2:9]1COCC1.[H-].[Na+].CI. The catalyst is CC(C)=O. The product is [CH3:9][N:5]1[C:4]([N+:1]([O-:3])=[O:2])=[CH:8][N:7]=[N:6]1.[CH3:9][N:7]1[CH:8]=[C:4]([N+:1]([O-:3])=[O:2])[N:5]=[N:6]1. The yield is 0.600. (6) The reactants are [CH2:1]([C:3]1[CH:8]=[CH:7][CH:6]=[CH:5][C:4]=1[OH:9])[CH3:2].[BrH:10].CS(C)=O. The catalyst is C(O)(=O)C.O. The product is [Br:10][C:7]1[CH:6]=[CH:5][C:4]([OH:9])=[C:3]([CH2:1][CH3:2])[CH:8]=1. The yield is 0.990. (7) The reactants are [CH2:1]([O:5][C:6]1[CH:11]=[CH:10][CH:9]=[CH:8][CH:7]=1)[CH:2]([CH3:4])[CH3:3].[Cl:12][S:13](O)(=[O:15])=[O:14]. The catalyst is ClCCl. The product is [CH2:1]([O:5][C:6]1[CH:11]=[CH:10][C:9]([S:13]([Cl:12])(=[O:15])=[O:14])=[CH:8][CH:7]=1)[CH:2]([CH3:4])[CH3:3]. The yield is 0.280. (8) The reactants are O=C[C@@H:3]([C@H:5]([C@@H:7]([C@@H:9]([CH2:11][OH:12])[OH:10])[OH:8])[OH:6])[OH:4].[C:13](Cl)(=[O:18])[C:14]([CH3:17])([CH3:16])[CH3:15].Cl[CH2:21][Cl:22]. The catalyst is [Cl-].[Zn+2].[Cl-]. The product is [CH3:15][C:14]([CH3:17])([CH3:16])[C:13]([O:12][C@@H:11]1[C@@H:9]([O:10][C:13](=[O:18])[C:14]([CH3:17])([CH3:16])[CH3:15])[C@H:7]([O:8][C:13](=[O:18])[C:14]([CH3:17])([CH3:16])[CH3:15])[C@@H:5]([CH2:3][O:4][C:13](=[O:18])[C:14]([CH3:17])([CH3:16])[CH3:15])[O:6][C@@H:21]1[Cl:22])=[O:18]. The yield is 0.680. (9) The reactants are [CH3:1][O:2][C:3]1[CH:4]=[C:5]2[C:10](=[CH:11][CH:12]=1)[CH:9]=[C:8]([CH:13]=[O:14])[CH:7]=[CH:6]2.[CH2:15]([Mg]Br)[CH2:16][CH2:17][CH2:18][CH2:19][CH3:20].[NH4+].[Cl-]. The catalyst is CCOCC. The product is [CH3:1][O:2][C:3]1[CH:4]=[C:5]2[C:10](=[CH:11][CH:12]=1)[CH:9]=[C:8]([CH:13]([OH:14])[CH2:15][CH2:16][CH2:17][CH2:18][CH2:19][CH3:20])[CH:7]=[CH:6]2. The yield is 0.980.